From a dataset of Forward reaction prediction with 1.9M reactions from USPTO patents (1976-2016). Predict the product of the given reaction. (1) Given the reactants Br[C:2]1[CH:3]=[C:4]([O:8][CH3:9])[CH:5]=[CH:6][CH:7]=1.[NH2-].[Li+].C[N:13](CCN(C)C)C, predict the reaction product. The product is: [CH3:9][O:8][C:4]1[CH:3]=[C:2]([CH:7]=[CH:6][CH:5]=1)[NH2:13]. (2) Given the reactants [Br:1][C:2]1[CH:15]=[CH:14][C:5]([CH2:6][CH:7]([C:10](=O)[CH2:11][CH3:12])[C:8]#[N:9])=[CH:4][CH:3]=1.O.[NH2:17][NH2:18].C(O)C.C(O)(=O)C, predict the reaction product. The product is: [Br:1][C:2]1[CH:3]=[CH:4][C:5]([CH2:6][C:7]2[C:10]([CH2:11][CH3:12])=[N:18][NH:17][C:8]=2[NH2:9])=[CH:14][CH:15]=1. (3) Given the reactants [CH3:1][C@H:2]1[NH:7][C@@H:6]([CH3:8])[CH2:5][N:4]([C:9]2[CH:10]=[C:11]([CH:33]=[CH:34][CH:35]=2)[CH:12]=[C:13]2[CH2:18][CH2:17][N:16]([CH2:19][CH2:20][O:21][C:22]3[CH:31]=[CH:30][CH:29]=[C:28]4[C:23]=3[CH:24]=[CH:25][C:26]([CH3:32])=[N:27]4)[CH2:15][CH2:14]2)[CH2:3]1, predict the reaction product. The product is: [CH3:1][C@H:2]1[NH:7][C@@H:6]([CH3:8])[CH2:5][N:4]([C:9]2[CH:10]=[C:11]([CH:33]=[CH:34][CH:35]=2)[CH2:12][CH:13]2[CH2:18][CH2:17][N:16]([CH2:19][CH2:20][O:21][C:22]3[CH:31]=[CH:30][CH:29]=[C:28]4[C:23]=3[CH:24]=[CH:25][C:26]([CH3:32])=[N:27]4)[CH2:15][CH2:14]2)[CH2:3]1. (4) Given the reactants F[C:2]1[CH:7]=[CH:6][C:5]([N+:8]([O-:10])=[O:9])=[C:4]([O:11][CH3:12])[CH:3]=1.O1CCOCC1.[NH:19]1[CH2:23][CH2:22][C@@H:21]([OH:24])[CH2:20]1, predict the reaction product. The product is: [CH3:12][O:11][C:4]1[CH:3]=[C:2]([N:19]2[CH2:23][CH2:22][CH:21]([OH:24])[CH2:20]2)[CH:7]=[CH:6][C:5]=1[N+:8]([O-:10])=[O:9]. (5) Given the reactants [CH3:1][C:2]1[CH:7]=[C:6]([CH3:8])[CH:5]=[CH:4][C:3]=1[N:9]([CH2:24][CH:25]([CH3:27])[CH3:26])[S:10]([C:13]1[CH:18]=[CH:17][C:16]([CH2:19][C:20]([O:22]C)=[O:21])=[CH:15][CH:14]=1)(=[O:12])=[O:11].[OH-].[Na+].Cl, predict the reaction product. The product is: [CH3:1][C:2]1[CH:7]=[C:6]([CH3:8])[CH:5]=[CH:4][C:3]=1[N:9]([CH2:24][CH:25]([CH3:27])[CH3:26])[S:10]([C:13]1[CH:18]=[CH:17][C:16]([CH2:19][C:20]([OH:22])=[O:21])=[CH:15][CH:14]=1)(=[O:12])=[O:11]. (6) Given the reactants Br[C:2]1[CH:3]=[CH:4][C:5]([NH:8][CH2:9][CH2:10][N:11]2[CH2:16][CH2:15][O:14][CH2:13][CH2:12]2)=[N:6][CH:7]=1.BrC1C=C(C)C(N)=NC=1.[C:26]([C:30]1[CH:34]=[C:33]([NH:35][C:36](=[O:53])[CH2:37][C:38]2[CH:43]=[CH:42][C:41](B3OC(C)(C)C(C)(C)O3)=[CH:40][CH:39]=2)[O:32][N:31]=1)([CH3:29])([CH3:28])[CH3:27].C(C1ON=C(NC(=O)CC2C=CC(B3OC(C)(C)C(C)(C)O3)=CC=2)C=1)(C)(C)C, predict the reaction product. The product is: [C:26]([C:30]1[CH:34]=[C:33]([NH:35][C:36](=[O:53])[CH2:37][C:38]2[CH:39]=[CH:40][C:41]([C:2]3[CH:7]=[N:6][C:5]([NH:8][CH2:9][CH2:10][N:11]4[CH2:16][CH2:15][O:14][CH2:13][CH2:12]4)=[CH:4][CH:3]=3)=[CH:42][CH:43]=2)[O:32][N:31]=1)([CH3:29])([CH3:27])[CH3:28].